This data is from Aqueous solubility values for 9,982 compounds from the AqSolDB database. The task is: Regression/Classification. Given a drug SMILES string, predict its absorption, distribution, metabolism, or excretion properties. Task type varies by dataset: regression for continuous measurements (e.g., permeability, clearance, half-life) or binary classification for categorical outcomes (e.g., BBB penetration, CYP inhibition). For this dataset (solubility_aqsoldb), we predict Y. The drug is NC(=O)C(Br)(Br)Br. The Y is -1.27 log mol/L.